From a dataset of Forward reaction prediction with 1.9M reactions from USPTO patents (1976-2016). Predict the product of the given reaction. (1) Given the reactants [Br:1][C:2]1[CH:6]=[C:5]([N:7]2[CH2:11][CH2:10][CH2:9][C@@H:8]2[CH2:12]O)[N:4]([CH3:14])[N:3]=1.[CH2:15]([N:17](CC)[CH2:18][CH3:19])[CH3:16].CS(Cl)(=O)=O, predict the reaction product. The product is: [Br:1][C:2]1[CH:6]=[C:5]([N:7]2[CH2:11][CH2:10][CH2:9][C@@H:8]2[CH2:12][N:17]2[CH2:18][CH2:19][CH2:16][CH2:15]2)[N:4]([CH3:14])[N:3]=1. (2) Given the reactants [Cl:1][C:2]1[C:8]([N:9]2[CH2:13][CH2:12][C:11]([F:15])([F:14])[CH2:10]2)=[CH:7][C:5]([NH2:6])=[C:4]([N+:16]([O-])=O)[CH:3]=1, predict the reaction product. The product is: [ClH:1].[ClH:1].[Cl:1][C:2]1[CH:3]=[C:4]([NH2:16])[C:5]([NH2:6])=[CH:7][C:8]=1[N:9]1[CH2:13][CH2:12][C:11]([F:15])([F:14])[CH2:10]1. (3) Given the reactants [CH3:1]C1C=CC(S(O)(=O)=O)=CC=1.[OH:12][C:13]1[CH:14]=[C:15]([C:20]2([C:23]([OH:25])=[O:24])[CH2:22][CH2:21]2)[CH:16]=[CH:17][C:18]=1[OH:19], predict the reaction product. The product is: [CH3:1][O:24][C:23]([C:20]1([C:15]2[CH:16]=[CH:17][C:18]([OH:19])=[C:13]([OH:12])[CH:14]=2)[CH2:22][CH2:21]1)=[O:25]. (4) Given the reactants Cl.[NH2:2][CH2:3][C:4]1[CH:5]=[C:6]2[C:10](=[CH:11][CH:12]=1)[C:9](=[O:13])[N:8]([CH:14]1[CH2:19][CH2:18][C:17](=[O:20])[NH:16][C:15]1=[O:21])[C:7]2=[O:22].[C:23](Cl)(=[O:28])[CH2:24][CH2:25][CH2:26][CH3:27].CCN(C(C)C)C(C)C, predict the reaction product. The product is: [O:21]=[C:15]1[CH:14]([N:8]2[C:7](=[O:22])[C:6]3[C:10](=[CH:11][CH:12]=[C:4]([CH2:3][NH:2][C:23](=[O:28])[CH2:24][CH2:25][CH2:26][CH3:27])[CH:5]=3)[C:9]2=[O:13])[CH2:19][CH2:18][C:17](=[O:20])[NH:16]1.